From a dataset of Reaction yield outcomes from USPTO patents with 853,638 reactions. Predict the reaction yield, written as a fraction of the theoretical maximum amount of product (1.0 means a 100% yield; for example, 0.34 means a 34% yield). (1) The reactants are O[C:2]1[N:10]=[CH:9][C:8]([N+:11]([O-:13])=[O:12])=[CH:7][C:3]=1[C:4]([OH:6])=[O:5].CN(C)C=O.S(Cl)([Cl:21])=O. No catalyst specified. The product is [Cl:21][C:2]1[N:10]=[CH:9][C:8]([N+:11]([O-:13])=[O:12])=[CH:7][C:3]=1[C:4]([OH:6])=[O:5]. The yield is 0.680. (2) The reactants are [Br-].[Mg+2].[Br-].C1([Li])C=CC=CC=1.CC(C)([O-])C.[Li+].COC1C=CC(C#N)=CC=1.CCCCCCCCCCCCC.[CH3:40][O:41][C:42]1[CH:55]=[CH:54][C:45]([C:46](=N)[C:47]2[CH:52]=[CH:51][CH:50]=[CH:49]C=2)=[CH:44][CH:43]=1. The catalyst is C1COCC1. The product is [C:46]1([C:45]2[CH:44]=[CH:43][C:42]([O:41][CH3:40])=[CH:55][CH:54]=2)[CH:47]=[CH:52][CH:51]=[CH:50][CH:49]=1. The yield is 0.840. (3) The reactants are [Li][CH2:2][CH2:3][CH2:4][CH3:5].C([NH:8][CH3:9])C.[CH:10]([Ge:13](C(C)C)([CH:15]([CH3:17])[CH3:16])Cl)([CH3:12])[CH3:11].[CH3:21]COCC. No catalyst specified. The product is [CH2:3]([C:4]([Ge:13]([NH:8][CH3:9])([CH:15]([CH3:17])[CH3:16])[CH:10]([CH3:12])[CH3:11])([CH3:5])[CH3:21])[CH3:2]. The yield is 0.980. (4) The reactants are Br[C:2]1[N:7]=[C:6]([NH:8][CH2:9][CH:10]2[CH2:15][CH2:14][O:13][CH2:12][CH2:11]2)[C:5]([NH2:16])=[N:4][CH:3]=1.C([O-])([O-])=O.[Na+].[Na+].[Cl:23][C:24]1[C:25](B(O)O)=[CH:26][C:27]([F:30])=[N:28][CH:29]=1.C(Cl)Cl. The catalyst is COCCOC.CCOC(C)=O.C1C=CC(P(C2C=CC=CC=2)[C-]2C=CC=C2)=CC=1.C1C=CC(P(C2C=CC=CC=2)[C-]2C=CC=C2)=CC=1.Cl[Pd]Cl.[Fe+2]. The product is [Cl:23][C:24]1[C:25]([C:2]2[N:7]=[C:6]([NH:8][CH2:9][CH:10]3[CH2:15][CH2:14][O:13][CH2:12][CH2:11]3)[C:5]([NH2:16])=[N:4][CH:3]=2)=[CH:26][C:27]([F:30])=[N:28][CH:29]=1. The yield is 0.289. (5) The reactants are [C:1]([O:5][C:6]([N:8]1[CH2:13][CH2:12][N:11]([CH2:14][C:15]2[N:20]=[C:19]3[N:21]=[C:22]([C:24]4[CH:29]=[CH:28][CH:27]=[C:26]([N+:30]([O-])=O)[CH:25]=4)[O:23][C:18]3=[CH:17][CH:16]=2)[CH2:10][CH2:9]1)=[O:7])([CH3:4])([CH3:3])[CH3:2].O.O.[SH-].[Na+]. The catalyst is CO. The product is [C:1]([O:5][C:6]([N:8]1[CH2:13][CH2:12][N:11]([CH2:14][C:15]2[N:20]=[C:19]3[N:21]=[C:22]([C:24]4[CH:29]=[CH:28][CH:27]=[C:26]([NH2:30])[CH:25]=4)[O:23][C:18]3=[CH:17][CH:16]=2)[CH2:10][CH2:9]1)=[O:7])([CH3:4])([CH3:2])[CH3:3]. The yield is 1.00.